This data is from Full USPTO retrosynthesis dataset with 1.9M reactions from patents (1976-2016). The task is: Predict the reactants needed to synthesize the given product. (1) Given the product [CH:3]1[C:12]2[C:7](=[C:8]([CH:13]([OH:14])[CH3:1])[CH:9]=[CH:10][CH:11]=2)[CH:6]=[CH:5][N:4]=1, predict the reactants needed to synthesize it. The reactants are: [CH3:1]I.[CH:3]1[C:12]2[CH:11]=[CH:10][CH:9]=[C:8]([CH:13]=[O:14])[C:7]=2[CH:6]=[CH:5][N:4]=1. (2) Given the product [CH:1]1([C:4]2[C:5]([O:13][CH2:14][CH:15]3[CH2:17][CH2:16]3)=[CH:6][C:7]([C:10]3[O:12][CH2:25][C:19]4([CH2:24][CH2:23][CH2:22][CH2:21][CH2:20]4)[N:18]=3)=[N:8][CH:9]=2)[CH2:2][CH2:3]1, predict the reactants needed to synthesize it. The reactants are: [CH:1]1([C:4]2[C:5]([O:13][CH2:14][CH:15]3[CH2:17][CH2:16]3)=[CH:6][C:7]([C:10]([OH:12])=O)=[N:8][CH:9]=2)[CH2:3][CH2:2]1.[NH2:18][C:19]1([CH2:25]O)[CH2:24][CH2:23][CH2:22][CH2:21][CH2:20]1. (3) Given the product [CH:21]1([C:2]2[C:10]3[C:5](=[CH:6][CH:7]=[CH:8][C:9]=3[N+:11]([O-:13])=[O:12])[N:4]([CH2:14][C:15]3[S:16][C:17]([CH3:20])=[N:18][N:19]=3)[N:3]=2)[CH2:23][CH2:22]1, predict the reactants needed to synthesize it. The reactants are: Br[C:2]1[C:10]2[C:5](=[CH:6][CH:7]=[CH:8][C:9]=2[N+:11]([O-:13])=[O:12])[N:4]([CH2:14][C:15]2[S:16][C:17]([CH3:20])=[N:18][N:19]=2)[N:3]=1.[CH:21]1(B(O)O)[CH2:23][CH2:22]1.C(=O)([O-])[O-].[K+].[K+].C1(P(C2CCCCC2)C2C=CC=CC=2C2C(OC)=CC=C(S([O-])(=O)=O)C=2OC)CCCCC1.[Na+]. (4) Given the product [CH3:26][N:15]([CH2:14][C:3]1[N:2]([CH3:1])[C:6]2[CH:7]=[CH:8][CH:9]=[C:10]([C:11]([N:49]3[CH2:54][CH2:53][NH:52][CH2:51][CH2:50]3)=[O:12])[C:5]=2[N:4]=1)[CH:16]1[C:25]2[N:24]=[CH:23][CH:22]=[CH:21][C:20]=2[CH2:19][CH2:18][CH2:17]1, predict the reactants needed to synthesize it. The reactants are: [CH3:1][N:2]1[C:6]2[CH:7]=[CH:8][CH:9]=[C:10]([C:11](O)=[O:12])[C:5]=2[N:4]=[C:3]1[CH2:14][N:15]([CH3:26])[CH:16]1[C:25]2[N:24]=[CH:23][CH:22]=[CH:21][C:20]=2[CH2:19][CH2:18][CH2:17]1.O=C1N(P(Cl)(N2CCOC2=O)=O)CCO1.C(OC([N:49]1[CH2:54][CH2:53][NH:52][CH2:51][CH2:50]1)=O)CCC.C(N(CC)C(C)C)(C)C. (5) Given the product [ClH:1].[Cl:1][C:2]1[CH:3]=[C:4]2[C:9](=[CH:10][CH:11]=1)[CH:8]=[C:7]([S:12]([N:15]1[CH2:20][CH2:19][N:18]([C:21]3[N:22]=[CH:23][C:24]([C:27]4[CH:32]=[CH:31][N:30]=[CH:29][CH:28]=4)=[CH:25][N:26]=3)[CH:17]([CH2:33][C:34]([N:15]3[CH2:20][CH2:19][O:38][CH2:17][CH2:16]3)=[O:35])[CH2:16]1)(=[O:13])=[O:14])[CH:6]=[CH:5]2, predict the reactants needed to synthesize it. The reactants are: [Cl:1][C:2]1[CH:3]=[C:4]2[C:9](=[CH:10][CH:11]=1)[CH:8]=[C:7]([S:12]([N:15]1[CH2:20][CH2:19][N:18]([C:21]3[N:26]=[CH:25][C:24]([C:27]4[CH:32]=[CH:31][N:30]=[CH:29][CH:28]=4)=[CH:23][N:22]=3)[CH:17]([CH2:33][C:34](OC)=[O:35])[CH2:16]1)(=[O:14])=[O:13])[CH:6]=[CH:5]2.[OH-:38].[Na+].O.Cl. (6) Given the product [CH3:1][N:2]1[C:6]2=[N:7][C:8]([N:11]3[CH:16]=[CH:15][C:14]([C:17]4[CH:18]=[CH:19][C:20]([C:23]([F:26])([F:25])[F:24])=[CH:21][CH:22]=4)=[CH:13][C:12]3=[O:27])=[CH:9][CH:10]=[C:5]2[C:4]2[CH2:28][NH:29][CH2:30][CH2:31][C:3]1=2, predict the reactants needed to synthesize it. The reactants are: [CH3:1][N:2]1[C:6]2=[N:7][C:8]([N:11]3[CH:16]=[CH:15][C:14]([C:17]4[CH:22]=[CH:21][C:20]([C:23]([F:26])([F:25])[F:24])=[CH:19][CH:18]=4)=[CH:13][C:12]3=[O:27])=[CH:9][CH:10]=[C:5]2[C:4]2[CH2:28][N:29](C(OC(C)(C)C)=O)[CH2:30][CH2:31][C:3]1=2.Cl.C(Cl)Cl. (7) Given the product [Cl-:44].[CH2:34]([NH+:41]([CH3:45])[CH2:42][CH2:43][O:26][C@H:16]1[CH2:15][N:14]2[C:13]3[CH:12]=[C:11]([C:27]([OH:29])=[O:28])[CH:10]=[CH:9][C:8]=3[C:7]([CH:1]3[CH2:6][CH2:5][CH2:4][CH2:3][CH2:2]3)=[C:21]2[C:20]2[CH:22]=[CH:23][CH:24]=[CH:25][C:19]=2[O:18][CH2:17]1)[C:35]1[CH:40]=[CH:39][CH:38]=[CH:37][CH:36]=1, predict the reactants needed to synthesize it. The reactants are: [CH:1]1([C:7]2[C:8]3[CH:9]=[CH:10][C:11]([C:27]([O:29]C)=[O:28])=[CH:12][C:13]=3[N:14]3[C:21]=2[C:20]2[CH:22]=[CH:23][CH:24]=[CH:25][C:19]=2[O:18][CH2:17][C@@H:16]([OH:26])[CH2:15]3)[CH2:6][CH2:5][CH2:4][CH2:3][CH2:2]1.[OH-].[Na+].[Cl-].[CH2:34]([NH+:41]([CH3:45])[CH2:42][CH2:43][Cl:44])[C:35]1[CH:40]=[CH:39][CH:38]=[CH:37][CH:36]=1. (8) Given the product [CH2:1]([C:9]1[CH:37]=[CH:36][C:12]2[N:13]([CH2:17][CH2:18][O:19][C:20]3[CH:35]=[CH:34][C:23]([CH2:24][CH:25]([C:30]([O:32][CH3:33])=[O:31])[C:26]([O:28][CH3:29])=[O:27])=[CH:22][CH:21]=3)[C:14](=[O:16])[S:15][C:11]=2[CH:10]=1)[C:2]1[CH:7]=[CH:6][CH:5]=[CH:4][CH:3]=1, predict the reactants needed to synthesize it. The reactants are: [C:1]([C:9]1[CH:37]=[CH:36][C:12]2[N:13]([CH2:17][CH2:18][O:19][C:20]3[CH:35]=[CH:34][C:23]([CH2:24][CH:25]([C:30]([O:32][CH3:33])=[O:31])[C:26]([O:28][CH3:29])=[O:27])=[CH:22][CH:21]=3)[C:14](=[O:16])[S:15][C:11]=2[CH:10]=1)(=O)[C:2]1[CH:7]=[CH:6][CH:5]=[CH:4][CH:3]=1.C([SiH](CC)CC)C. (9) Given the product [CH3:1][O:2][C:3](=[O:11])[CH2:4][CH:5]([CH3:10])[CH2:6][CH2:7][OH:8], predict the reactants needed to synthesize it. The reactants are: [CH3:1][O:2][C:3](=[O:11])[CH2:4][CH:5]([CH3:10])[CH2:6][C:7]([O-])=[O:8].